Dataset: CYP2C9 substrate classification data from Carbon-Mangels et al.. Task: Regression/Classification. Given a drug SMILES string, predict its absorption, distribution, metabolism, or excretion properties. Task type varies by dataset: regression for continuous measurements (e.g., permeability, clearance, half-life) or binary classification for categorical outcomes (e.g., BBB penetration, CYP inhibition). Dataset: cyp2c9_substrate_carbonmangels. (1) The drug is Cc1nnc2n1-c1ccc(Cl)cc1C(c1ccccc1Cl)=NC2. The result is 0 (non-substrate). (2) The molecule is Cc1ccsc1C(=CCCN1CCC[C@@H](C(=O)O)C1)c1sccc1C. The result is 0 (non-substrate). (3) The molecule is O=C(NC[C@H]1CCCCN1)c1cc(OCC(F)(F)F)ccc1OCC(F)(F)F. The result is 0 (non-substrate). (4) The drug is CCO. The result is 0 (non-substrate). (5) The result is 0 (non-substrate). The drug is COc1c2occc2cc2ccc(=O)oc12. (6) The compound is CCc1nn(CCCN2CCN(c3cccc(Cl)c3)CC2)c(=O)n1CCOc1ccccc1. The result is 0 (non-substrate). (7) The compound is Clc1ccccc1CN1CCc2sccc2C1. The result is 0 (non-substrate). (8) The molecule is CN1CCC[C@@H]1Cc1c[nH]c2ccc(CCS(=O)(=O)c3ccccc3)cc12. The result is 1 (substrate).